Regression. Given a peptide amino acid sequence and an MHC pseudo amino acid sequence, predict their binding affinity value. This is MHC class I binding data. From a dataset of Peptide-MHC class I binding affinity with 185,985 pairs from IEDB/IMGT. (1) The peptide sequence is LFFPFGLFK. The MHC is HLA-B18:01 with pseudo-sequence HLA-B18:01. The binding affinity (normalized) is 0.0847. (2) The peptide sequence is RVRGLYFPA. The MHC is HLA-A02:01 with pseudo-sequence HLA-A02:01. The binding affinity (normalized) is 0.0942. (3) The binding affinity (normalized) is 0.0847. The MHC is HLA-A31:01 with pseudo-sequence HLA-A31:01. The peptide sequence is FHERGYVKL. (4) The peptide sequence is LPTNAVVKM. The MHC is HLA-B07:02 with pseudo-sequence HLA-B07:02. The binding affinity (normalized) is 0.513. (5) The peptide sequence is FLPSDYFPSI. The MHC is HLA-A02:03 with pseudo-sequence HLA-A02:03. The binding affinity (normalized) is 0.612. (6) The peptide sequence is RPVPHWPKY. The MHC is HLA-B51:01 with pseudo-sequence HLA-B51:01. The binding affinity (normalized) is 0.0847. (7) The peptide sequence is VPLTEEAEL. The MHC is HLA-A30:01 with pseudo-sequence HLA-A30:01. The binding affinity (normalized) is 0. (8) The peptide sequence is HSDDALFIY. The MHC is HLA-A01:01 with pseudo-sequence HLA-A01:01. The binding affinity (normalized) is 0.0847. (9) The peptide sequence is FTYTGGYDV. The MHC is HLA-A02:06 with pseudo-sequence HLA-A02:06. The binding affinity (normalized) is 0.237.